Dataset: Catalyst prediction with 721,799 reactions and 888 catalyst types from USPTO. Task: Predict which catalyst facilitates the given reaction. (1) Reactant: [OH-].[Na+].N1(C([O:10][CH2:11][CH2:12][CH2:13][N:14]2[C:26]3[C:25]4[CH:24]=[CH:23][CH:22]=[CH:21][C:20]=4[N:19]=[C:18]([Cl:27])[C:17]=3[N:16]=[C:15]2[OH:28])=O)C=CN=C1.C(O)(=O)CC(CC(O)=O)(C(O)=O)O. Product: [Cl:27][C:18]1[C:17]2[N:16]=[C:15]([OH:28])[N:14]([CH2:13][CH2:12][CH2:11][OH:10])[C:26]=2[C:25]2[CH:24]=[CH:23][CH:22]=[CH:21][C:20]=2[N:19]=1. The catalyst class is: 5. (2) Reactant: [NH2:1][CH2:2][C:3]1[S:4][C:5]2[CH:11]=[CH:10][C:9]([NH:12][C:13](=[O:24])[C:14]3[CH:19]=[CH:18][C:17]([C:20]([CH3:23])([CH3:22])[CH3:21])=[CH:16][CH:15]=3)=[CH:8][C:6]=2[N:7]=1.[CH3:25][S:26](Cl)(=[O:28])=[O:27].CCN(CC)CC. The catalyst class is: 2. Product: [C:20]([C:17]1[CH:16]=[CH:15][C:14]([C:13]([NH:12][C:9]2[CH:10]=[CH:11][C:5]3[S:4][C:3]([CH2:2][NH:1][S:26]([CH3:25])(=[O:28])=[O:27])=[N:7][C:6]=3[CH:8]=2)=[O:24])=[CH:19][CH:18]=1)([CH3:21])([CH3:23])[CH3:22]. (3) Reactant: [CH2:1]([OH:6])[C@H:2]([OH:5])[CH:3]=O.Cl.[CH3:8][CH:9]([O:11][C:12]1[CH:19]=[CH:18][C:17]([C:20]2[O:24][N:23]=[C:22]([C:25]3[CH:35]=[CH:34][C:28]4[CH2:29][CH2:30][NH:31][CH2:32][CH2:33][C:27]=4[CH:26]=3)[N:21]=2)=[CH:16][C:13]=1[C:14]#[N:15])[CH3:10].C(O)(=O)C.C(O[BH-](OC(=O)C)OC(=O)C)(=O)C.[Na+].C(=O)([O-])O.[Na+]. Product: [OH:5][C@@H:2]([CH2:1][OH:6])[CH2:3][N:31]1[CH2:30][CH2:29][C:28]2[CH:34]=[CH:35][C:25]([C:22]3[N:21]=[C:20]([C:17]4[CH:18]=[CH:19][C:12]([O:11][CH:9]([CH3:10])[CH3:8])=[C:13]([CH:16]=4)[C:14]#[N:15])[O:24][N:23]=3)=[CH:26][C:27]=2[CH2:33][CH2:32]1. The catalyst class is: 2. (4) Reactant: Br[C:2]1[N:6]([CH3:7])[CH:5]=[N:4][C:3]=1[C:8]1[CH:13]=[C:12]([C:14]#[N:15])[CH:11]=[CH:10][N:9]=1.[F:16][C:17]1[CH:22]=[CH:21][C:20](B(O)O)=[CH:19][CH:18]=1.C([O-])([O-])=O.[Na+].[Na+]. Product: [F:16][C:17]1[CH:22]=[CH:21][C:20]([C:2]2[N:6]([CH3:7])[CH:5]=[N:4][C:3]=2[C:8]2[CH:13]=[C:12]([C:14]#[N:15])[CH:11]=[CH:10][N:9]=2)=[CH:19][CH:18]=1. The catalyst class is: 75.